This data is from Full USPTO retrosynthesis dataset with 1.9M reactions from patents (1976-2016). The task is: Predict the reactants needed to synthesize the given product. (1) Given the product [NH2:15][C@@H:16]([CH2:20][NH:21][C:22]([C:24]1[N:25]=[CH:26][C:27]2[C:32]([C:33]=1[OH:34])=[CH:31][CH:30]=[C:29]([O:35][C:36]1[CH:41]=[CH:40][CH:39]=[CH:38][CH:37]=1)[CH:28]=2)=[O:23])[C:17]([OH:19])=[O:18], predict the reactants needed to synthesize it. The reactants are: C(O)(C(F)(F)F)=O.C(OC([NH:15][C@@H:16]([CH2:20][NH:21][C:22]([C:24]1[N:25]=[CH:26][C:27]2[C:32]([C:33]=1[OH:34])=[CH:31][CH:30]=[C:29]([O:35][C:36]1[CH:41]=[CH:40][CH:39]=[CH:38][CH:37]=1)[CH:28]=2)=[O:23])[C:17]([OH:19])=[O:18])=O)(C)(C)C. (2) Given the product [F:1][C:2]1[CH:3]=[C:4]([CH:9]=[C:10]([S:12]([CH3:15])(=[O:14])=[O:13])[CH:11]=1)[O:5][CH2:6][CH2:7][NH:8][CH2:16][CH2:17][CH3:18], predict the reactants needed to synthesize it. The reactants are: [F:1][C:2]1[CH:3]=[C:4]([CH:9]=[C:10]([S:12]([CH3:15])(=[O:14])=[O:13])[CH:11]=1)[O:5][CH2:6][CH2:7][NH2:8].[CH3:16][C:17]1C=CC(S(OCCC)(=O)=O)=C[CH:18]=1.C(=O)([O-])[O-].[K+].[K+]. (3) Given the product [C:1]([O:5][C:6]([NH:7][CH:8]([C:12]1[CH:17]=[CH:16][C:15]([O:18][C:19]([F:22])([F:21])[F:20])=[C:14]([F:23])[CH:13]=1)[C:9]([O:25][CH3:27])=[O:10])=[O:24])([CH3:4])([CH3:3])[CH3:2], predict the reactants needed to synthesize it. The reactants are: [C:1]([O:5][C:6](=[O:24])[NH:7][CH:8]([C:12]1[CH:17]=[CH:16][C:15]([O:18][C:19]([F:22])([F:21])[F:20])=[C:14]([F:23])[CH:13]=1)[C:9](N)=[O:10])([CH3:4])([CH3:3])[CH3:2].[OH-:25].[Na+].[CH3:27]O. (4) Given the product [C:4]([O:3][C:1]([N:8]1[CH2:13][CH2:12][CH:11]([O:14][S:16]([CH3:15])(=[O:18])=[O:17])[CH2:10][CH2:9]1)=[O:2])([CH3:7])([CH3:6])[CH3:5], predict the reactants needed to synthesize it. The reactants are: [C:1]([N:8]1[CH2:13][CH2:12][CH:11]([OH:14])[CH2:10][CH2:9]1)([O:3][C:4]([CH3:7])([CH3:6])[CH3:5])=[O:2].[CH3:15][S:16](Cl)(=[O:18])=[O:17]. (5) Given the product [NH2:2][C@H:3]([C:8]([NH:10][C@H:11]([C:16]([NH:18][C@H:19]([C:35]([O:37][CH2:38][C:39]1[CH:40]=[CH:41][CH:42]=[CH:43][CH:44]=1)=[O:36])[CH2:20][CH2:21][CH2:22][CH2:23][NH:24][C:25]([O:27][CH2:28][C:29]1[CH:34]=[CH:33][CH:32]=[CH:31][CH:30]=1)=[O:26])=[O:17])[CH2:12][CH:13]([CH3:15])[CH3:14])=[O:9])[CH2:4][CH:5]([CH3:7])[CH3:6], predict the reactants needed to synthesize it. The reactants are: Cl.[NH:2](C(OC(C)(C)C)=O)[C@H:3]([C:8]([NH:10][C@H:11]([C:16]([NH:18][C@H:19]([C:35]([O:37][CH2:38][C:39]1[CH:44]=[CH:43][CH:42]=[CH:41][CH:40]=1)=[O:36])[CH2:20][CH2:21][CH2:22][CH2:23][NH:24][C:25]([O:27][CH2:28][C:29]1[CH:34]=[CH:33][CH:32]=[CH:31][CH:30]=1)=[O:26])=[O:17])[CH2:12][CH:13]([CH3:15])[CH3:14])=[O:9])[CH2:4][CH:5]([CH3:7])[CH3:6].COC(C)(C)C. (6) Given the product [Cl:18][C:19]1[C:24]([Cl:25])=[CH:23][CH:22]=[CH:21][C:20]=1[N:26]1[CH2:31][CH2:30][N:29]([CH2:47][CH2:48][CH2:44][CH2:42][O:43][CH:6]2[C:5]3[C:10](=[N:11][CH:2]=[CH:3][CH:4]=3)[NH:9][C:8](=[O:12])[CH2:7]2)[CH2:28][CH2:27]1, predict the reactants needed to synthesize it. The reactants are: O=[C:2]1[NH:11][C:10]2[N:9]=[C:8]([O:12]CCCC=O)[CH:7]=[CH:6][C:5]=2[CH2:4][CH2:3]1.[Cl:18][C:19]1[C:24]([Cl:25])=[CH:23][CH:22]=[CH:21][C:20]=1[N:26]1[CH2:31][CH2:30][NH:29][CH2:28][CH2:27]1.[BH-](O[C:42]([CH3:44])=[O:43])(OC(C)=O)OC(C)=O.[Na+].Cl[CH:47](Cl)[CH3:48]. (7) Given the product [C:15]([O:19][C:20]([N:13]1[CH2:12][CH:11]2[C:7]([C:1]3[CH:2]=[CH:3][CH:4]=[CH:5][CH:6]=3)([NH:8][O:9][CH2:10]2)[CH2:14]1)=[O:21])([CH3:18])([CH3:17])[CH3:16], predict the reactants needed to synthesize it. The reactants are: [C:1]1([C:7]23[CH2:14][NH:13][CH2:12][CH:11]2[CH2:10][O:9][NH:8]3)[CH:6]=[CH:5][CH:4]=[CH:3][CH:2]=1.[C:15]([O:19][C:20](O[C:20]([O:19][C:15]([CH3:18])([CH3:17])[CH3:16])=[O:21])=[O:21])([CH3:18])([CH3:17])[CH3:16].C(N(CC)CC)C. (8) Given the product [F:1][C:2]1[CH:3]=[CH:4][C:5]([C:6]([NH:8][C:9]2([C:15]([NH:17][CH:18]3[CH2:23][CH2:22][N:21]([C:24]4[CH:29]=[CH:28][CH:27]=[CH:26][C:25]=4[NH:31][CH:35]4[CH2:37][CH2:36]4)[CH2:20][C:19]3=[O:32])=[O:16])[CH2:10][CH2:11][CH2:12][CH2:13][CH2:14]2)=[O:7])=[CH:33][CH:34]=1, predict the reactants needed to synthesize it. The reactants are: [F:1][C:2]1[CH:34]=[CH:33][C:5]([C:6]([NH:8][C:9]2([C:15]([NH:17][CH:18]3[CH2:23][CH2:22][N:21]([C:24]4[CH:29]=[CH:28][C:27](F)=[CH:26][C:25]=4[NH2:31])[CH2:20][CH:19]3[OH:32])=[O:16])[CH2:14][CH2:13][CH2:12][CH2:11][CH2:10]2)=[O:7])=[CH:4][CH:3]=1.[CH:35]1(C(Cl)=O)[CH2:37][CH2:36]1. (9) Given the product [ClH:23].[NH2:14][C@@H:5]1[C:4](=[O:22])[N:3]([CH2:1][CH3:2])[C:9]2[CH:10]=[CH:11][CH:12]=[CH:13][C:8]=2[O:7][CH2:6]1, predict the reactants needed to synthesize it. The reactants are: [CH2:1]([N:3]1[C:9]2[CH:10]=[CH:11][CH:12]=[CH:13][C:8]=2[O:7][CH2:6][C@H:5]([NH:14]C(=O)OC(C)(C)C)[C:4]1=[O:22])[CH3:2].[ClH:23].